From a dataset of Catalyst prediction with 721,799 reactions and 888 catalyst types from USPTO. Predict which catalyst facilitates the given reaction. (1) Reactant: Br[C:2]1[CH:29]=[CH:28][C:5]([CH2:6][N:7]2[C:11]3[CH:12]=[CH:13][CH:14]=[CH:15][C:10]=3[N:9]([CH2:16][CH2:17][CH2:18][O:19][C:20]3[CH:25]=[CH:24][C:23]([F:26])=[CH:22][CH:21]=3)[C:8]2=[NH:27])=[CH:4][CH:3]=1.[Cl:30][C:31]1[CH:43]=[CH:42][C:34]([CH2:35][N:36]2[CH2:41][CH2:40][NH:39][CH2:38][CH2:37]2)=[CH:33][CH:32]=1.CC(C)([O-])C.[K+].C1C=CC(P(C2C(C3C(P(C4C=CC=CC=4)C4C=CC=CC=4)=CC=C4C=3C=CC=C4)=C3C(C=CC=C3)=CC=2)C2C=CC=CC=2)=CC=1. Product: [Cl:30][C:31]1[CH:43]=[CH:42][C:34]([CH2:35][N:36]2[CH2:41][CH2:40][N:39]([C:2]3[CH:29]=[CH:28][C:5]([CH2:6][N:7]4[C:11]5[CH:12]=[CH:13][CH:14]=[CH:15][C:10]=5[N:9]([CH2:16][CH2:17][CH2:18][O:19][C:20]5[CH:25]=[CH:24][C:23]([F:26])=[CH:22][CH:21]=5)[C:8]4=[NH:27])=[CH:4][CH:3]=3)[CH2:38][CH2:37]2)=[CH:33][CH:32]=1. The catalyst class is: 101. (2) Reactant: [N+](C1C=CC(O[C:9]([O:11][CH2:12][C@@H:13]([NH:21][C:22](=[O:28])[O:23][C:24]([CH3:27])([CH3:26])[CH3:25])[CH2:14][C@H:15]2[CH2:20][CH2:19][CH2:18][O:17][CH2:16]2)=[O:10])=CC=1)([O-])=O.OC(C(F)(F)F)=O.[Cl:38][C:39]1[CH:40]=[C:41]([C@@H:45]([C@@H:54]2[CH2:59][CH2:58][CH2:57][NH:56][CH2:55]2)[O:46][CH2:47][CH2:48][NH:49][C:50](=[O:53])[O:51][CH3:52])[CH:42]=[CH:43][CH:44]=1. Product: [Cl:38][C:39]1[CH:40]=[C:41]([C@H:45]([O:46][CH2:47][CH2:48][NH:49][C:50]([O:51][CH3:52])=[O:53])[C@@H:54]2[CH2:59][CH2:58][CH2:57][N:56]([C:9]([O:11][CH2:12][C@@H:13]([NH:21][C:22]([O:23][C:24]([CH3:25])([CH3:26])[CH3:27])=[O:28])[CH2:14][C@H:15]3[CH2:20][CH2:19][CH2:18][O:17][CH2:16]3)=[O:10])[CH2:55]2)[CH:42]=[CH:43][CH:44]=1. The catalyst class is: 2.